From a dataset of Reaction yield outcomes from USPTO patents with 853,638 reactions. Predict the reaction yield, written as a fraction of the theoretical maximum amount of product (1.0 means a 100% yield; for example, 0.34 means a 34% yield). The reactants are [CH3:1][C:2]1[C:7]([CH3:8])=[C:6]([CH2:9][C:10]2[CH:15]=[CH:14][N:13]=[CH:12][CH:11]=2)[N:5]=[N:4][C:3]=1[N:16]1[CH2:21][CH2:20][NH:19][C@H:18]([CH3:22])[CH2:17]1.[CH3:23][O:24][C:25]([C:27]1[CH:32]=[N:31][C:30](Cl)=[CH:29][N:28]=1)=[O:26]. No catalyst specified. The product is [CH3:23][O:24][C:25]([C:27]1[N:28]=[CH:29][C:30]([N:19]2[CH2:20][CH2:21][N:16]([C:3]3[N:4]=[N:5][C:6]([CH2:9][C:10]4[CH:11]=[CH:12][N:13]=[CH:14][CH:15]=4)=[C:7]([CH3:8])[C:2]=3[CH3:1])[CH2:17][C@H:18]2[CH3:22])=[N:31][CH:32]=1)=[O:26]. The yield is 0.560.